Dataset: Reaction yield outcomes from USPTO patents with 853,638 reactions. Task: Predict the reaction yield, written as a fraction of the theoretical maximum amount of product (1.0 means a 100% yield; for example, 0.34 means a 34% yield). (1) The catalyst is CC(C)=O.[Pd]. The yield is 0.900. The reactants are C(OC([C:11]1[NH:15][C:14]([CH3:16])=[C:13]([CH2:17][CH2:18][C:19]([O:21][CH3:22])=[O:20])[C:12]=1[CH3:23])=O)C1C=CC=CC=1. The product is [CH3:22][O:21][C:19]([CH2:18][CH2:17][C:13]1[C:12]([CH3:23])=[CH:11][NH:15][C:14]=1[CH3:16])=[O:20]. (2) The reactants are [Cl:1][C:2]1[CH:6]=[N:5][N:4]([CH3:7])[C:3]=1[C:8]1[CH:9]=[C:10]([NH2:16])[CH:11]=[CH:12][C:13]=1[O:14][CH3:15].[C:17]([C:19]1[CH:20]=[C:21]([N:25]=[C:26]=[O:27])[CH:22]=[CH:23][CH:24]=1)#[N:18]. No catalyst specified. The product is [Cl:1][C:2]1[CH:6]=[N:5][N:4]([CH3:7])[C:3]=1[C:8]1[CH:9]=[C:10]([NH:16][C:26]([NH:25][C:21]2[CH:22]=[CH:23][CH:24]=[C:19]([C:17]#[N:18])[CH:20]=2)=[O:27])[CH:11]=[CH:12][C:13]=1[O:14][CH3:15]. The yield is 0.650. (3) The reactants are [NH2:1][C:2]1[CH:36]=[CH:35][C:5]([O:6][C:7]2[CH:12]=[CH:11][N:10]=[C:9]3[CH:13]=[C:14]([C:16]4[N:17]([CH3:34])[C:18]([CH2:21][N:22]([CH2:30][CH2:31][O:32][CH3:33])[C:23](=[O:29])[O:24][C:25]([CH3:28])([CH3:27])[CH3:26])=[CH:19][N:20]=4)[S:15][C:8]=23)=[C:4]([F:37])[CH:3]=1.[C:38]1([CH2:44][C:45]([N:47]=[C:48]=[S:49])=[O:46])[CH:43]=[CH:42][CH:41]=[CH:40][CH:39]=1. The catalyst is CCO.C1(C)C=CC=CC=1. The product is [F:37][C:4]1[CH:3]=[C:2]([NH:1][C:48]([NH:47][C:45](=[O:46])[CH2:44][C:38]2[CH:39]=[CH:40][CH:41]=[CH:42][CH:43]=2)=[S:49])[CH:36]=[CH:35][C:5]=1[O:6][C:7]1[CH:12]=[CH:11][N:10]=[C:9]2[CH:13]=[C:14]([C:16]3[N:17]([CH3:34])[C:18]([CH2:21][N:22]([CH2:30][CH2:31][O:32][CH3:33])[C:23](=[O:29])[O:24][C:25]([CH3:28])([CH3:27])[CH3:26])=[CH:19][N:20]=3)[S:15][C:8]=12. The yield is 0.800. (4) The reactants are [OH:1][C:2]1[C:7]([C:8]#[N:9])=[C:6]([CH3:10])[N:5]=[C:4]([CH3:11])[N:3]=1.[H-].[Al+3].[Li+].[H-].[H-].[H-].O1CCCC1. The catalyst is O. The product is [NH2:9][CH2:8][C:7]1[C:2]([OH:1])=[N:3][C:4]([CH3:11])=[N:5][C:6]=1[CH3:10]. The yield is 0.190. (5) The reactants are [Br:1][C:2]1[CH:3]=[C:4]([N:9]2C(=O)[O:12][N:11]=[C:10]2[C:15]2[C:16]([NH:20][CH2:21][CH2:22][CH2:23][NH:24][S:25]([NH2:28])(=[O:27])=[O:26])=[N:17][O:18][N:19]=2)[CH:5]=[CH:6][C:7]=1[F:8].[OH-].[Na+].C(O)(=O)C. The catalyst is CO. The product is [NH2:28][S:25]([NH:24][CH2:23][CH2:22][CH2:21][NH:20][C:16]1[C:15]([C:10](=[N:11][OH:12])[NH:9][C:4]2[CH:5]=[CH:6][C:7]([F:8])=[C:2]([Br:1])[CH:3]=2)=[N:19][O:18][N:17]=1)(=[O:26])=[O:27]. The yield is 0.420. (6) The reactants are C(=O)([O-])[O-].[Na+].[Na+].CC1(C)C(C)(C)OB([C:15]2[CH:16]=[N:17][C:18]([NH2:21])=[N:19][CH:20]=2)O1.C[O:24][C:25]([C:27]1[CH:32]=[CH:31][C:30](Br)=[CH:29][N:28]=1)=[O:26]. The product is [NH2:21][C:18]1[N:19]=[CH:20][C:15]([C:30]2[CH:31]=[CH:32][C:27]([C:25]([OH:26])=[O:24])=[N:28][CH:29]=2)=[CH:16][N:17]=1. The catalyst is O.C(O)C.C1(C)C=CC=CC=1.C1C=CC([P]([Pd]([P](C2C=CC=CC=2)(C2C=CC=CC=2)C2C=CC=CC=2)([P](C2C=CC=CC=2)(C2C=CC=CC=2)C2C=CC=CC=2)[P](C2C=CC=CC=2)(C2C=CC=CC=2)C2C=CC=CC=2)(C2C=CC=CC=2)C2C=CC=CC=2)=CC=1. The yield is 0.580. (7) The yield is 0.690. The reactants are ON1[C:7]([CH3:9])([CH3:8])[CH2:6][CH:5](NC(=O)C)[CH2:4][C:3]1([CH3:15])C.[C:16]([OH:19])(=[O:22])C.[C:16]([OH:19])(=[O:22])C.I[C:25]1[CH:30]=CC=[CH:30][CH:25]=1.[C:31](=[O:34])(O)[O-:32].[Na+].[OH-:36].[Na+]. The catalyst is O.C(#N)C. The product is [OH:36][C:7]([CH3:8])([CH3:9])[C:6]([C:5]1[CH:4]=[CH:3][C:15]([O:19][CH2:16][C:31]([OH:32])=[O:34])=[CH:25][CH:30]=1)=[O:22]. (8) The product is [CH3:17][O:16][C:7]1[CH:8]=[C:9]2[C:4](=[CH:5][CH:6]=1)[N:3]=[C:2]([N:25]1[CH2:26][CH2:27][CH:22]([C:20]([O:19][CH3:18])=[O:21])[CH2:23][CH2:24]1)[C:11]([C:12]([F:15])([F:14])[F:13])=[CH:10]2. The catalyst is CC(O)C.O. The yield is 0.430. The reactants are Cl[C:2]1[C:11]([C:12]([F:15])([F:14])[F:13])=[CH:10][C:9]2[C:4](=[CH:5][CH:6]=[C:7]([O:16][CH3:17])[CH:8]=2)[N:3]=1.[CH3:18][O:19][C:20]([CH:22]1[CH2:27][CH2:26][NH:25][CH2:24][CH2:23]1)=[O:21].CCN(CC)CC.